The task is: Predict the reaction yield, written as a fraction of the theoretical maximum amount of product (1.0 means a 100% yield; for example, 0.34 means a 34% yield).. This data is from Reaction yield outcomes from USPTO patents with 853,638 reactions. (1) The reactants are Br[C:2]1[CH:3]=[CH:4][C:5]2[O:30][CH2:29][C:8]3([C:16]4[C:11](=[CH:12][CH:13]=[CH:14][CH:15]=4)[N:10]([CH2:17][C:18]([NH:20][C:21]4[CH:26]=[CH:25][CH:24]=[CH:23][C:22]=4[F:27])=[O:19])[C:9]3=[O:28])[C:6]=2[CH:7]=1.BrC1C=CC2C3(COC=2C=1)C1C(=CC=CC=1)[N:40]([CH2:47][CH2:48][CH2:49][CH2:50][CH3:51])C3=O. No catalyst specified. The product is [F:27][C:22]1[CH:23]=[CH:24][CH:25]=[CH:26][C:21]=1[NH:20][C:18](=[O:19])[CH2:17][N:10]1[C:11]2[C:16](=[CH:15][CH:14]=[CH:13][CH:12]=2)[C:8]2([C:6]3[CH:7]=[C:2]([C:50]4[CH:51]=[N:40][CH:47]=[CH:48][CH:49]=4)[CH:3]=[CH:4][C:5]=3[O:30][CH2:29]2)[C:9]1=[O:28]. The yield is 0.550. (2) The reactants are [CH3:1][C:2]1[CH:3]=[C:4]([SH:8])[CH:5]=[CH:6][CH:7]=1.[Cl:9][C:10]1[C:15](Cl)=[CH:14][C:13]([NH2:17])=[C:12]([N+:18]([O-:20])=[O:19])[CH:11]=1.C(=O)([O-])[O-].[K+].[K+].CN(C=O)C. The catalyst is CCOC(C)=O. The product is [Cl:9][C:10]1[C:15]([S:8][C:4]2[CH:3]=[C:2]([CH3:1])[CH:7]=[CH:6][CH:5]=2)=[CH:14][C:13]([NH2:17])=[C:12]([N+:18]([O-:20])=[O:19])[CH:11]=1. The yield is 0.810.